Dataset: Full USPTO retrosynthesis dataset with 1.9M reactions from patents (1976-2016). Task: Predict the reactants needed to synthesize the given product. (1) The reactants are: Cl[C:2](Cl)([CH2:5][CH3:6])[CH:3]=O.[F:8][C:9]1[CH:16]=[CH:15]C(C=O)=[CH:11][CH:10]=1.[NH3:17].O.[C:19](#[N:21])[CH3:20]. Given the product [CH2:5]([C:2]1[N:21]=[C:19]([C:20]2[CH:15]=[CH:16][C:9]([F:8])=[CH:10][CH:11]=2)[NH:17][CH:3]=1)[CH3:6], predict the reactants needed to synthesize it. (2) Given the product [Br:1][C:2]1[CH:3]=[C:4]2[C:8](=[C:9]([CH:11]=[O:12])[CH:10]=1)[N:7]([CH2:13][O:14][CH2:15][CH2:16][Si:17]([CH3:20])([CH3:19])[CH3:18])[N:6]=[CH:5]2, predict the reactants needed to synthesize it. The reactants are: [Br:1][C:2]1[CH:3]=[C:4]2[C:8](=[C:9]([CH2:11][OH:12])[CH:10]=1)[N:7]([CH2:13][O:14][CH2:15][CH2:16][Si:17]([CH3:20])([CH3:19])[CH3:18])[N:6]=[CH:5]2.C[N+]1([O-])CCOCC1.CCOC(C)=O. (3) Given the product [F:12][C:4]1[CH:5]=[C:6]([B:9]([OH:11])[OH:10])[CH:7]=[CH:8][C:3]=1[CH2:2][NH:1][C:18]([O:17][C:13]([CH3:16])([CH3:15])[CH3:14])=[O:19], predict the reactants needed to synthesize it. The reactants are: [NH2:1][CH2:2][C:3]1[CH:8]=[CH:7][C:6]([B:9]([OH:11])[OH:10])=[CH:5][C:4]=1[F:12].[C:13]([O:17][C:18](O[C:18]([O:17][C:13]([CH3:16])([CH3:15])[CH3:14])=[O:19])=[O:19])([CH3:16])([CH3:15])[CH3:14].C(N(CC)C(C)C)(C)C.Cl.